This data is from Full USPTO retrosynthesis dataset with 1.9M reactions from patents (1976-2016). The task is: Predict the reactants needed to synthesize the given product. (1) Given the product [CH2:1]([O:3][C:4]([C@@H:6]1[CH2:11][CH2:10][CH2:9][CH2:8][C@H:7]1[N:12]1[CH2:16][CH:15]([CH3:18])[CH2:14][C:13]1=[O:19])=[O:5])[CH3:2], predict the reactants needed to synthesize it. The reactants are: [CH2:1]([O:3][C:4]([C@@H:6]1[CH2:11][CH2:10][CH2:9][CH2:8][C@@H:7]1[NH:12][C:13](=[O:19])[CH2:14][CH:15]([CH3:18])[CH2:16]Cl)=[O:5])[CH3:2].[I-].[Na+].[H-].[Na+]. (2) Given the product [C:1]([OH:6])(=[O:5])[C:2]([OH:4])=[O:3].[Cl:7][C:8]1[CH:9]=[C:10]([C@@H:14]([C@@H:23]2[CH2:28][CH2:27][CH2:26][N:25]([C:29](=[O:42])[NH:30][CH2:31][C@@H:32]([NH:40][CH3:41])[CH2:33][C@H:34]3[CH2:39][CH2:38][CH2:37][O:36][CH2:35]3)[CH2:24]2)[O:15][CH2:16][CH2:17][NH:18][C:19](=[O:22])[O:20][CH3:21])[CH:11]=[CH:12][CH:13]=1, predict the reactants needed to synthesize it. The reactants are: [C:1]([OH:6])(=[O:5])[C:2]([OH:4])=[O:3].[Cl:7][C:8]1[CH:9]=[C:10]([C@@H:14]([C@@H:23]2[CH2:28][CH2:27][CH2:26][N:25]([C:29](=[O:42])[NH:30][CH2:31][C@@H:32]([NH:40][CH3:41])[CH2:33][C@H:34]3[CH2:39][CH2:38][CH2:37][O:36][CH2:35]3)[CH2:24]2)[O:15][CH2:16][CH2:17][NH:18][C:19](=[O:22])[O:20][CH3:21])[CH:11]=[CH:12][CH:13]=1. (3) Given the product [NH2:8][C:5]1[C:4]2[C:13]([C:16]3[CH:21]=[CH:20][C:19]([NH:22][C:23]([C:25]4[N:26]([CH3:34])[C:27]5[C:32]([CH:33]=4)=[CH:31][CH:30]=[CH:29][CH:28]=5)=[O:24])=[C:18]([O:35][CH3:36])[CH:17]=3)=[CH:14][S:15][C:3]=2[C:2]([NH:1][C:46]([NH:45][C:42]2[CH:43]=[CH:44][C:39]([N:38]([CH3:48])[CH3:37])=[CH:40][CH:41]=2)=[O:47])=[CH:7][N:6]=1, predict the reactants needed to synthesize it. The reactants are: [NH2:1][C:2]1[C:3]2[S:15][CH:14]=[C:13]([C:16]3[CH:21]=[CH:20][C:19]([NH:22][C:23]([C:25]4[N:26]([CH3:34])[C:27]5[C:32]([CH:33]=4)=[CH:31][CH:30]=[CH:29][CH:28]=5)=[O:24])=[C:18]([O:35][CH3:36])[CH:17]=3)[C:4]=2[C:5]([N:8]=CN(C)C)=[N:6][CH:7]=1.[CH3:37][N:38]([CH3:48])[C:39]1[CH:44]=[CH:43][C:42]([N:45]=[C:46]=[O:47])=[CH:41][CH:40]=1. (4) Given the product [C:4]([CH2:6][O:7][C:8]1[C:17]([O:18][CH2:19][C:20]([OH:22])=[O:21])=[CH:16][CH:15]=[CH:14][C:9]=1[C:10]([OH:12])=[O:11])([OH:5])=[O:3], predict the reactants needed to synthesize it. The reactants are: C([O:3][C:4]([CH2:6][O:7][C:8]1[C:17]([O:18][CH2:19][C:20]([O:22]CC)=[O:21])=[CH:16][CH:15]=[CH:14][C:9]=1[C:10]([O:12]C)=[O:11])=[O:5])C.[OH-].[Na+].